This data is from Catalyst prediction with 721,799 reactions and 888 catalyst types from USPTO. The task is: Predict which catalyst facilitates the given reaction. Reactant: [OH:1][CH2:2][CH2:3][N:4]1[CH2:9][CH2:8][NH:7][CH2:6][CH2:5]1.C(=O)([O-])[O-].[K+].[K+].Cl[CH2:17][C:18]#[N:19]. Product: [C:18]([CH2:17][N:7]1[CH2:8][CH2:9][N:4]([CH2:3][CH2:2][OH:1])[CH2:5][CH2:6]1)#[N:19]. The catalyst class is: 10.